The task is: Predict the product of the given reaction.. This data is from Forward reaction prediction with 1.9M reactions from USPTO patents (1976-2016). (1) The product is: [N:11]1[CH:10]=[C:9]([CH:6]2[CH2:5][CH2:4][CH2:3][N:2]2[CH3:1])[CH:14]=[CH:13][CH:12]=1. Given the reactants [CH3:1][N:2]1[C:6]([C:9]2[CH:14]=[CH:13][CH:12]=[N:11][CH:10]=2)(C#N)[CH2:5][CH2:4][CH2:3]1.CC(C[AlH]CC(C)C)C, predict the reaction product. (2) Given the reactants [C:1]([C:3]1[C:8]([CH3:9])=[CH:7][C:6]([N+:10]([O-:12])=[O:11])=[CH:5][N:4]=1)#[N:2].[CH3:13][Mg]Br.C(C1C(=O)C(Cl)=C(Cl)C(=O)C=1C#N)#N, predict the reaction product. The product is: [C:1]([C:3]1[C:8]([CH3:9])=[C:7]([CH3:13])[C:6]([N+:10]([O-:12])=[O:11])=[CH:5][N:4]=1)#[N:2]. (3) Given the reactants C(=O)([O-])[O-].[K+].[K+].[F:7][C:8]([F:42])([F:41])[C:9]1[CH:10]=[C:11]([CH:34]=[C:35]([C:37]([F:40])([F:39])[F:38])[CH:36]=1)[CH2:12][NH:13][CH2:14][C:15]1[C:16]([N:25]([CH2:28][CH:29]2[CH2:33][CH2:32][CH2:31][CH2:30]2)[CH2:26][CH3:27])=[N:17][C:18]2[CH2:19][CH2:20][CH2:21][CH2:22][C:23]=2[CH:24]=1.Cl[C:44]([O:46][CH3:47])=[O:45], predict the reaction product. The product is: [CH3:47][O:46][C:44](=[O:45])[N:13]([CH2:12][C:11]1[CH:10]=[C:9]([C:8]([F:41])([F:7])[F:42])[CH:36]=[C:35]([C:37]([F:40])([F:39])[F:38])[CH:34]=1)[CH2:14][C:15]1[C:16]([N:25]([CH2:28][CH:29]2[CH2:33][CH2:32][CH2:31][CH2:30]2)[CH2:26][CH3:27])=[N:17][C:18]2[CH2:19][CH2:20][CH2:21][CH2:22][C:23]=2[CH:24]=1. (4) Given the reactants [CH:1]1([S:4][C:5]2[CH:10]=[CH:9][C:8](/[C:11](/[C:15]3[CH:20]=[CH:19][C:18]([I:21])=[CH:17][CH:16]=3)=[CH:12]/[CH2:13][OH:14])=[CH:7][CH:6]=2)[CH2:3][CH2:2]1.O[C:23]1[CH:34]=[CH:33][C:26]([O:27][CH2:28][C:29]([O:31][CH3:32])=[O:30])=[C:25]([CH3:35])[CH:24]=1.C1(P(C2C=CC=CC=2)C2C=CC=CC=2)C=CC=CC=1.N(C(OC(C)C)=O)=NC(OC(C)C)=O, predict the reaction product. The product is: [CH:1]1([S:4][C:5]2[CH:6]=[CH:7][C:8](/[C:11](/[C:15]3[CH:16]=[CH:17][C:18]([I:21])=[CH:19][CH:20]=3)=[CH:12]/[CH2:13][O:14][C:23]3[CH:34]=[CH:33][C:26]([O:27][CH2:28][C:29]([O:31][CH3:32])=[O:30])=[C:25]([CH3:35])[CH:24]=3)=[CH:9][CH:10]=2)[CH2:2][CH2:3]1. (5) Given the reactants [N+:1]([C:4]1[CH:5]=[C:6]([NH:13][C:14]([C:16]2[S:20][C:19]3[CH:21]=[CH:22][CH:23]=[CH:24][C:18]=3[CH:17]=2)=[O:15])[CH:7]=[CH:8][C:9]=1[N+:10]([O-])=O)([O-])=O.[CH:25](=O)[C:26]1[CH:31]=[CH:30][CH:29]=[CH:28][CH:27]=1, predict the reaction product. The product is: [C:26]1([C:25]2[NH:10][C:9]3[CH:8]=[CH:7][C:6]([NH:13][C:14]([C:16]4[S:20][C:19]5[CH:21]=[CH:22][CH:23]=[CH:24][C:18]=5[CH:17]=4)=[O:15])=[CH:5][C:4]=3[N:1]=2)[CH:31]=[CH:30][CH:29]=[CH:28][CH:27]=1.